This data is from Catalyst prediction with 721,799 reactions and 888 catalyst types from USPTO. The task is: Predict which catalyst facilitates the given reaction. Reactant: [CH:1]1([C:5]2[CH:10]=[C:9]([CH2:11][N:12]3[CH2:15][C:14]4([CH2:19][C:18]([N:20]5[CH2:25][CH2:24][C:23]([CH3:31])([C:26]([O:28]CC)=[O:27])[CH2:22][CH2:21]5)=[N:17][O:16]4)[CH2:13]3)[CH:8]=[C:7]([O:32][CH2:33][CH3:34])[C:6]=2[C:35]2[CH:40]=[CH:39][C:38]([F:41])=[CH:37][CH:36]=2)[CH2:4][CH2:3][CH2:2]1.[OH-].[Na+].CO. Product: [CH:1]1([C:5]2[CH:10]=[C:9]([CH2:11][N:12]3[CH2:15][C:14]4([CH2:19][C:18]([N:20]5[CH2:21][CH2:22][C:23]([CH3:31])([C:26]([OH:28])=[O:27])[CH2:24][CH2:25]5)=[N:17][O:16]4)[CH2:13]3)[CH:8]=[C:7]([O:32][CH2:33][CH3:34])[C:6]=2[C:35]2[CH:36]=[CH:37][C:38]([F:41])=[CH:39][CH:40]=2)[CH2:2][CH2:3][CH2:4]1. The catalyst class is: 1.